Dataset: Catalyst prediction with 721,799 reactions and 888 catalyst types from USPTO. Task: Predict which catalyst facilitates the given reaction. (1) Reactant: [NH2:1][C:2]1[N:7]=[CH:6][N:5]=[C:4]2[N:8]([C:24]3[CH:29]=[CH:28][N+:27]([O-])=[CH:26][CH:25]=3)[N:9]=[C:10]([C:11]3[CH:16]=[CH:15][C:14]([O:17][C:18]4[CH:23]=[CH:22][CH:21]=[CH:20][CH:19]=4)=[CH:13][CH:12]=3)[C:3]=12.O.[PH2]([O-])=O.[Na+]. Product: [O:17]([C:14]1[CH:13]=[CH:12][C:11]([C:10]2[C:3]3[C:4](=[N:5][CH:6]=[N:7][C:2]=3[NH2:1])[N:8]([C:24]3[CH:29]=[CH:28][N:27]=[CH:26][CH:25]=3)[N:9]=2)=[CH:16][CH:15]=1)[C:18]1[CH:23]=[CH:22][CH:21]=[CH:20][CH:19]=1. The catalyst class is: 331. (2) Reactant: [C:1](Cl)(=[O:6])[CH2:2][CH:3]([CH3:5])[CH3:4].[C:8]([N:15]1[CH2:19][CH2:18][C@H:17]([S:20][C:21]([C:34]2[CH:39]=[CH:38][CH:37]=[CH:36][CH:35]=2)([C:28]2[CH:33]=[CH:32][CH:31]=[CH:30][CH:29]=2)[C:22]2[CH:27]=[CH:26][CH:25]=[CH:24][CH:23]=2)[C@@H:16]1N(C)CC(C1C=CC=CC=1)C1C=CC=CC=1)([O:10][C:11]([CH3:14])([CH3:13])[CH3:12])=[O:9].C([N:58]([CH2:61]C)[CH2:59][CH3:60])C. Product: [CH3:4][CH:3]([CH3:5])[CH2:2][C:1]([N:58]([CH2:59][CH:60]([C:28]1[CH:33]=[CH:32][CH:31]=[CH:30][CH:29]=1)[C:22]1[CH:27]=[CH:26][CH:25]=[CH:24][CH:23]=1)[CH2:61][C@H:16]1[C@@H:17]([S:20][C:21]([C:34]2[CH:35]=[CH:36][CH:37]=[CH:38][CH:39]=2)([C:28]2[CH:29]=[CH:30][CH:31]=[CH:32][CH:33]=2)[C:22]2[CH:23]=[CH:24][CH:25]=[CH:26][CH:27]=2)[CH2:18][CH2:19][N:15]1[C:8]([O:10][C:11]([CH3:14])([CH3:13])[CH3:12])=[O:9])=[O:6]. The catalyst class is: 4. (3) Product: [CH:35]1([NH:34][C:32](=[O:33])[C:31]2[CH:30]=[C:29]([C:22]3[CH:23]=[C:24]4[C:19](=[CH:20][CH:21]=3)[C:18](=[O:43])[N:17]([CH2:16][C:15]([CH3:44])([CH3:45])[CH2:14][OH:13])[CH:26]=[C:25]4[CH2:27][N:59]3[CH2:58][CH2:57][NH:56][CH2:55][C@H:54]3[CH3:53])[C:40]([CH3:41])=[C:39]([F:42])[CH:38]=2)[CH2:37][CH2:36]1. Reactant: CS(Cl)(=O)=O.[Si]([O:13][CH2:14][C:15]([CH3:45])([CH3:44])[CH2:16][N:17]1[CH:26]=[C:25]([CH2:27]O)[C:24]2[C:19](=[CH:20][CH:21]=[C:22]([C:29]3[CH:30]=[C:31]([CH:38]=[C:39]([F:42])[C:40]=3[CH3:41])[C:32]([NH:34][CH:35]3[CH2:37][CH2:36]3)=[O:33])[CH:23]=2)[C:18]1=[O:43])(C(C)(C)C)(C)C.C(N(CC)CC)C.[CH3:53][C@H:54]1[NH:59][CH2:58][CH2:57][N:56](C(OC(C)(C)C)=O)[CH2:55]1. The catalyst class is: 2. (4) Reactant: Cl[CH2:2][CH2:3][O:4][C:5]1[CH:14]=[C:13]2[C:8]([C:9]([O:15][C:16]3[CH:21]=[CH:20][C:19]([O:22][CH3:23])=[CH:18][C:17]=3[C:24](=[O:26])[CH3:25])=[CH:10][CH:11]=[N:12]2)=[CH:7][C:6]=1[O:27][CH3:28].[NH:29]1[CH2:34][CH2:33][O:32][CH2:31][CH2:30]1.C(=O)([O-])[O-].[K+].[K+].O. Product: [CH3:23][O:22][C:19]1[CH:20]=[CH:21][C:16]([O:15][C:9]2[C:8]3[C:13](=[CH:14][C:5]([O:4][CH2:3][CH2:2][N:29]4[CH2:34][CH2:33][O:32][CH2:31][CH2:30]4)=[C:6]([O:27][CH3:28])[CH:7]=3)[N:12]=[CH:11][CH:10]=2)=[C:17]([C:24](=[O:26])[CH3:25])[CH:18]=1. The catalyst class is: 9.